Task: Predict the product of the given reaction.. Dataset: Forward reaction prediction with 1.9M reactions from USPTO patents (1976-2016) (1) The product is: [OH:13][C@H:11]1[CH2:12][N:8]([C:6]([O:5][C:1]([CH3:2])([CH3:3])[CH3:4])=[O:7])[C@@H:9]([C:14](=[O:16])[N:55]([CH3:56])[CH2:54][C:45]2[CH:46]=[C:47]([S:50](=[O:51])(=[O:52])[NH2:53])[CH:48]=[CH:49][C:44]=2[O:43][C:42]2[CH:57]=[CH:58][C:59]([S:60][CH3:61])=[C:40]([CH3:39])[CH:41]=2)[CH2:10]1. Given the reactants [C:1]([O:5][C:6]([N:8]1[CH2:12][C@H:11]([OH:13])[CH2:10][C@@H:9]1[C:14]([OH:16])=O)=[O:7])([CH3:4])([CH3:3])[CH3:2].CN(C(ON1N=NC2C=CC=CC1=2)=[N+](C)C)C.[B-](F)(F)(F)F.[CH3:39][C:40]1[CH:41]=[C:42]([CH:57]=[CH:58][C:59]=1[S:60][CH3:61])[O:43][C:44]1[CH:49]=[CH:48][C:47]([S:50]([NH2:53])(=[O:52])=[O:51])=[CH:46][C:45]=1[CH2:54][NH:55][CH3:56].C(N(C(C)C)C(C)C)C, predict the reaction product. (2) Given the reactants C([O:5][C:6](=[O:20])[CH2:7][C:8]1([C:17]([OH:19])=[O:18])[CH2:16][C:15]2[C:10](=[CH:11][CH:12]=[CH:13][CH:14]=2)[CH2:9]1)(C)(C)C.Cl, predict the reaction product. The product is: [C:6]([CH2:7][C:8]1([C:17]([OH:19])=[O:18])[CH2:16][C:15]2[C:10](=[CH:11][CH:12]=[CH:13][CH:14]=2)[CH2:9]1)([OH:20])=[O:5].